Dataset: Full USPTO retrosynthesis dataset with 1.9M reactions from patents (1976-2016). Task: Predict the reactants needed to synthesize the given product. (1) Given the product [Br:1][C:2]1[CH:7]=[CH:6][N:5]=[C:4]([CH:8]([OH:9])[CH3:10])[CH:3]=1, predict the reactants needed to synthesize it. The reactants are: [Br:1][C:2]1[CH:7]=[CH:6][N:5]=[C:4]([CH:8]=[O:9])[CH:3]=1.[CH2:10]1COCC1.C[Mg]Br. (2) Given the product [Cl:1][C:2]1[C:3]2[N:4]([C:11]([CH3:14])=[CH:12][CH:13]=2)[C:5]([C:8]([NH:31][CH2:30][CH:27]2[CH2:28][CH2:29][O:24][CH2:25][CH2:26]2)=[O:10])=[CH:6][N:7]=1, predict the reactants needed to synthesize it. The reactants are: [Cl:1][C:2]1[C:3]2[N:4]([C:11]([CH3:14])=[CH:12][CH:13]=2)[C:5]([C:8]([OH:10])=O)=[CH:6][N:7]=1.C(N1CCOCC1)C.Cl.[O:24]1[CH2:29][CH2:28][CH:27]([CH2:30][NH2:31])[CH2:26][CH2:25]1.O.ON1C2C=CC=CC=2N=N1.CN(C)CCCN=C=NCC. (3) Given the product [CH2:1]([O:3][C:4]([CH:5]([CH:6]1[CH2:11][CH2:10][N:9]([C:12]([O:14][CH2:15][C:16]2[CH:17]=[CH:18][CH:19]=[CH:20][CH:21]=2)=[O:13])[CH2:8][CH2:7]1)[CH2:26][C:25]([CH3:27])=[CH2:24])=[O:22])[CH3:2], predict the reactants needed to synthesize it. The reactants are: [CH2:1]([O:3][C:4](=[O:22])[CH2:5][CH:6]1[CH2:11][CH2:10][N:9]([C:12]([O:14][CH2:15][C:16]2[CH:21]=[CH:20][CH:19]=[CH:18][CH:17]=2)=[O:13])[CH2:8][CH2:7]1)[CH3:2].Br[CH2:24][C:25]([CH3:27])=[CH2:26]. (4) Given the product [F:24][C:18]([F:23])([C:7]1[CH:6]=[CH:5][C:4]([NH2:1])=[CH:17][C:8]=1[O:9][CH2:10][CH2:11][N:12]1[CH2:16][CH2:15][CH2:14][CH2:13]1)[C:19]([F:22])([F:21])[F:20], predict the reactants needed to synthesize it. The reactants are: [N+:1]([C:4]1[CH:5]=[CH:6][C:7]([C:18]([F:24])([F:23])[C:19]([F:22])([F:21])[F:20])=[C:8]([CH:17]=1)[O:9][CH2:10][CH2:11][N:12]1[CH2:16][CH2:15][CH2:14][CH2:13]1)([O-])=O.N#N. (5) Given the product [C:34]([O:33][C:31]([N:8]1[CH2:9][C@@H:10]([CH2:11][C@H:12]([CH2:16][C:17]2[CH:22]=[CH:21][C:20]([O:23][CH3:24])=[C:19]([O:25][CH2:26][CH2:27][CH2:28][O:29][CH3:30])[CH:18]=2)[CH:13]([CH3:14])[CH3:15])[C@H:6]([C:4]([OH:5])=[O:3])[CH2:7]1)=[O:32])([CH3:35])([CH3:37])[CH3:36], predict the reactants needed to synthesize it. The reactants are: C([O:3][C:4]([C@H:6]1[C@H:10]([CH2:11][C@H:12]([CH2:16][C:17]2[CH:22]=[CH:21][C:20]([O:23][CH3:24])=[C:19]([O:25][CH2:26][CH2:27][CH2:28][O:29][CH3:30])[CH:18]=2)[CH:13]([CH3:15])[CH3:14])[CH2:9][N:8]([C:31]([O:33][C:34]([CH3:37])([CH3:36])[CH3:35])=[O:32])[CH2:7]1)=[O:5])C.[OH-].[Na+]. (6) Given the product [F:11][C:2]([F:1])([F:10])[C:3]1[CH:8]=[CH:7][N:6]2[C:13]([C:14]([OH:16])=[O:15])=[CH:19][N:9]=[C:5]2[CH:4]=1, predict the reactants needed to synthesize it. The reactants are: [F:1][C:2]([F:11])([F:10])[C:3]1[CH:8]=[CH:7][N:6]=[C:5]([NH2:9])[CH:4]=1.Cl[C:13](=[CH:19]O)[C:14]([O:16]CC)=[O:15].O.[Li+].[OH-]. (7) Given the product [C:29]([C:25]1[CH:24]=[C:23]([NH:22][C:20]([CH:16]2[CH2:15][CH2:14][C:13]3[C:18](=[CH:19][C:10]([O:9][C:7]4[CH:6]=[CH:5][N:4]=[C:3]([C:2]5[NH:1][CH:40]=[C:38]([CH2:37][OH:36])[N:33]=5)[CH:8]=4)=[CH:11][CH:12]=3)[CH2:17]2)=[O:21])[CH:28]=[CH:27][CH:26]=1)([CH3:30])([CH3:32])[CH3:31], predict the reactants needed to synthesize it. The reactants are: [NH2:1][C:2](=[NH:33])[C:3]1[CH:8]=[C:7]([O:9][C:10]2[CH:19]=[C:18]3[C:13]([CH2:14][CH2:15][CH:16]([C:20]([NH:22][C:23]4[CH:28]=[CH:27][CH:26]=[C:25]([C:29]([CH3:32])([CH3:31])[CH3:30])[CH:24]=4)=[O:21])[CH2:17]3)=[CH:12][CH:11]=2)[CH:6]=[CH:5][N:4]=1.[CH2:37]1[O:36][C:38](O)([CH2:40]O)[CH2:37][O:36][C:38]1(O)[CH2:40]O.[Cl-].[NH4+].